From a dataset of HIV replication inhibition screening data with 41,000+ compounds from the AIDS Antiviral Screen. Binary Classification. Given a drug SMILES string, predict its activity (active/inactive) in a high-throughput screening assay against a specified biological target. (1) The molecule is C=CO[N-][N+](=O)N(CC)CC. The result is 0 (inactive). (2) The molecule is O=C1c2c(nc3ccccc3c2-c2ccccc2)CN1Nc1ccccn1. The result is 0 (inactive). (3) The molecule is Cc1ccc2nc(-c3ccc4nc(-c5ccc(N=Nc6ccc(-c7nc8ccc(-c9nc%10ccc(C)c(S(=O)(=O)O)c%10s9)cc8s7)cc6)cc5)sc4c3)sc2c1S(=O)(=O)O. The result is 1 (active). (4) The compound is NC(=O)NNC(=O)CCn1[nH]c(=O)c(Cl)c(Cl)c1=O. The result is 0 (inactive). (5) The drug is O=P1(O)C=CC2(CCCC2)O1. The result is 0 (inactive). (6) The drug is N#Cc1c2c(c(N)oc1=O)C(c1ccccc1)CC(=O)N2. The result is 0 (inactive). (7) The result is 0 (inactive). The drug is CNC(=O)N(CCC#N)CCN(C(=O)N(C)C)c1ccccc1. (8) The compound is Clc1cccc(NC(c2ccccc2)=[N+]2CCCCC2)c1. The result is 0 (inactive). (9) The drug is OC(C#CCN1CCCC1)(c1ccccc1)c1ccccc1Cl. The result is 0 (inactive).